From a dataset of Forward reaction prediction with 1.9M reactions from USPTO patents (1976-2016). Predict the product of the given reaction. (1) Given the reactants C([N:5]1[CH2:9][CH2:8][CH:7]([C:10](=O)[C:11]2[CH:16]=[CH:15][CH:14]=[N:13][CH:12]=2)C1=O)=CCC.Cl, predict the reaction product. The product is: [CH:15]1[CH:14]=[N:13][CH:12]=[C:11]([C:10]2[CH2:7][CH2:8][CH2:9][N:5]=2)[CH:16]=1. (2) Given the reactants [CH3:1][O:2][C:3]1[N:8]=[CH:7][C:6]([C:9]2[CH:10]=[C:11]3[C:16](=[CH:17][CH:18]=2)[N:15]=[CH:14][N:13]=[C:12]3[C:19]2[CH:20]=[C:21]([CH:25]=[CH:26][CH:27]=2)[C:22]([OH:24])=O)=[CH:5][CH:4]=1.CN(C(ON1N=NC2C=CC=CC1=2)=[N+](C)C)C.F[P-](F)(F)(F)(F)F.CCN(C(C)C)C(C)C.C(OC([N:68]1[CH2:73][CH2:72][NH:71][C@@H:70]([CH3:74])[CH2:69]1)=O)(C)(C)C.C(O)(C(F)(F)F)=O, predict the reaction product. The product is: [CH3:1][O:2][C:3]1[N:8]=[CH:7][C:6]([C:9]2[CH:10]=[C:11]3[C:16](=[CH:17][CH:18]=2)[N:15]=[CH:14][N:13]=[C:12]3[C:19]2[CH:20]=[C:21]([C:22]([N:71]3[CH2:72][CH2:73][NH:68][CH2:69][C@@H:70]3[CH3:74])=[O:24])[CH:25]=[CH:26][CH:27]=2)=[CH:5][CH:4]=1. (3) Given the reactants [CH3:1][C:2]1[CH:3]=[CH:4][C:5]([C:11]2[CH:16]=[N:15][CH:14]=CN=2)=[C:6]([CH:10]=1)[C:7]([OH:9])=[O:8].BrC1[S:22]C=NC=1, predict the reaction product. The product is: [CH3:1][C:2]1[CH:3]=[CH:4][C:5]([C:11]2[S:22][CH:14]=[N:15][CH:16]=2)=[C:6]([CH:10]=1)[C:7]([OH:9])=[O:8]. (4) Given the reactants [CH3:1][S:2]([C:5]1[CH:6]=[C:7]([C@H:11]2[CH2:16][CH2:15][NH:14][CH2:13][C@H:12]2[CH3:17])[CH:8]=[CH:9][CH:10]=1)(=[O:4])=[O:3].C([O-])([O-])=O.[K+].[K+].I[CH2:25][CH2:26][CH3:27], predict the reaction product. The product is: [CH3:1][S:2]([C:5]1[CH:6]=[C:7]([C@H:11]2[CH2:16][CH2:15][N:14]([CH2:25][CH2:26][CH3:27])[CH2:13][C@H:12]2[CH3:17])[CH:8]=[CH:9][CH:10]=1)(=[O:4])=[O:3]. (5) The product is: [C:22]([OH:21])(=[O:23])[CH2:24][CH2:2][CH2:1][CH2:6][C:28]([OH:29])=[O:13]. Given the reactants [CH:1]1[CH2:6]CCC[CH:2]=1.OOS([O-])=O.[K+].[O-:13]S([O-])=O.[Na+].[Na+].CC[O:21][C:22]([CH3:24])=[O:23].CN([CH:28]=[O:29])C, predict the reaction product. (6) Given the reactants [Cl:1][C:2]1[CH:7]=[CH:6][C:5]([N:8]2[C:13](=[O:14])[C:12]([Cl:15])=[C:11](Cl)[CH:10]=[N:9]2)=[CH:4][CH:3]=1.[C:17]([N:24]1[CH2:29][CH2:28][NH:27][CH2:26][CH2:25]1)([O:19][C:20]([CH3:23])([CH3:22])[CH3:21])=[O:18], predict the reaction product. The product is: [Cl:15][C:12]1[C:13](=[O:14])[N:8]([C:5]2[CH:6]=[CH:7][C:2]([Cl:1])=[CH:3][CH:4]=2)[N:9]=[CH:10][C:11]=1[N:27]1[CH2:26][CH2:25][N:24]([C:17]([O:19][C:20]([CH3:23])([CH3:22])[CH3:21])=[O:18])[CH2:29][CH2:28]1. (7) Given the reactants Cl[C:2]1[CH:24]=[CH:23][C:5]([C:6]([NH:8][C:9]2[CH:14]=[CH:13][CH:12]=[CH:11][C:10]=2[CH2:15][N:16]2[CH2:21][CH2:20][N:19]([CH3:22])[CH2:18][CH2:17]2)=[O:7])=[CH:4][N:3]=1.[CH3:25][C:26]1[CH:31]=[CH:30][C:29]([NH:32][C:33]([C:35]2[CH:39]=[CH:38][S:37][CH:36]=2)=[O:34])=[CH:28][C:27]=1B1OC(C)(C)C(C)(C)O1, predict the reaction product. The product is: [CH3:22][N:19]1[CH2:20][CH2:21][N:16]([CH2:15][C:10]2[CH:11]=[CH:12][CH:13]=[CH:14][C:9]=2[NH:8][C:6](=[O:7])[C:5]2[CH:23]=[CH:24][C:2]([C:27]3[CH:28]=[C:29]([NH:32][C:33]([C:35]4[CH:39]=[CH:38][S:37][CH:36]=4)=[O:34])[CH:30]=[CH:31][C:26]=3[CH3:25])=[N:3][CH:4]=2)[CH2:17][CH2:18]1. (8) Given the reactants [Cl:1][C:2]1[NH:3][C:4](=[O:24])[C:5]2[N:6]([CH2:16][O:17][CH2:18][CH2:19][Si:20]([CH3:23])([CH3:22])[CH3:21])[C:7]([CH:11]3[CH2:15][CH2:14][CH2:13][CH2:12]3)=[N:8][C:9]=2[N:10]=1.C(=O)([O-])[O-].[Cs+].[Cs+].[CH2:31](Br)[CH:32]([CH3:34])[CH3:33], predict the reaction product. The product is: [Cl:1][C:2]1[N:3]([CH2:31][CH:32]([CH3:34])[CH3:33])[C:4](=[O:24])[C:5]2[N:6]([CH2:16][O:17][CH2:18][CH2:19][Si:20]([CH3:21])([CH3:23])[CH3:22])[C:7]([CH:11]3[CH2:12][CH2:13][CH2:14][CH2:15]3)=[N:8][C:9]=2[N:10]=1.